Dataset: Full USPTO retrosynthesis dataset with 1.9M reactions from patents (1976-2016). Task: Predict the reactants needed to synthesize the given product. (1) Given the product [ClH:17].[CH3:11][C:12]1[CH:19]=[CH:18][C:15]([CH2:16][N:6]2[C:5]3[CH:7]=[CH:8][CH:9]=[CH:10][C:4]=3[S:3][C:2]2=[NH:1])=[CH:14][CH:13]=1, predict the reactants needed to synthesize it. The reactants are: [NH2:1][C:2]1[S:3][C:4]2[CH:10]=[CH:9][CH:8]=[CH:7][C:5]=2[N:6]=1.[CH3:11][C:12]1[CH:19]=[CH:18][C:15]([CH2:16][Cl:17])=[CH:14][CH:13]=1.[I-].[Na+]. (2) Given the product [NH2:9][C@H:8]1[CH2:7][CH2:6][S:5][C@H:4]2[CH2:20][CH2:21][C@H:22]([C:24]([F:26])([F:25])[F:27])[CH2:23][N:3]2[C:2]1=[O:1], predict the reactants needed to synthesize it. The reactants are: [O:1]=[C:2]1[C@@H:8]([NH:9]C(=O)OCC2C=CC=CC=2)[CH2:7][CH2:6][S:5][C@H:4]2[CH2:20][CH2:21][C@H:22]([C:24]([F:27])([F:26])[F:25])[CH2:23][N:3]12.I[Si](C)(C)C. (3) Given the product [Cl:28][C:20]1[CH:19]=[C:18]([CH:11]([CH2:12][CH:13]2[CH2:14][CH2:15][CH2:16][CH2:17]2)[C:10]([NH:9][C:6]2[CH:5]=[N:4][C:3]([CH2:2][S:31][CH3:30])=[CH:8][N:7]=2)=[O:29])[CH:23]=[CH:22][C:21]=1[S:24]([CH3:27])(=[O:26])=[O:25], predict the reactants needed to synthesize it. The reactants are: Br[CH2:2][C:3]1[N:4]=[CH:5][C:6]([NH:9][C:10](=[O:29])[C@@H:11]([C:18]2[CH:23]=[CH:22][C:21]([S:24]([CH3:27])(=[O:26])=[O:25])=[C:20]([Cl:28])[CH:19]=2)[CH2:12][CH:13]2[CH2:17][CH2:16][CH2:15][CH2:14]2)=[N:7][CH:8]=1.[CH3:30][S-:31].[Na+]. (4) Given the product [F:1][C:2]1[N:10]=[CH:9][CH:8]=[CH:7][C:3]=1[C:4]([Cl:13])=[O:5], predict the reactants needed to synthesize it. The reactants are: [F:1][C:2]1[N:10]=[CH:9][CH:8]=[CH:7][C:3]=1[C:4](O)=[O:5].S(Cl)([Cl:13])=O. (5) Given the product [F:1][C:2]1[CH:12]=[CH:11][C:5]([C:6]([O:8][CH2:9][I:14])=[O:7])=[CH:4][CH:3]=1, predict the reactants needed to synthesize it. The reactants are: [F:1][C:2]1[CH:12]=[CH:11][C:5]([C:6]([O:8][CH2:9]Cl)=[O:7])=[CH:4][CH:3]=1.[Na+].[I-:14]. (6) Given the product [N:26]1([C:2]2[O:3][C:4]([CH2:14][CH2:15][CH2:16][C:20]([OH:21])=[O:23])=[C:5]([C:7]3[CH:8]=[CH:9][C:10]([Cl:13])=[CH:11][CH:12]=3)[N:6]=2)[C:30]2[CH:31]=[CH:32][CH:33]=[CH:34][C:29]=2[N:28]=[CH:27]1, predict the reactants needed to synthesize it. The reactants are: Cl[C:2]1[O:3][C:4]([CH:14](C)[CH2:15][C:16](O)=O)=[C:5]([C:7]2[CH:12]=[CH:11][C:10]([Cl:13])=[CH:9][CH:8]=2)[N:6]=1.[C:20](=[O:23])([O-])[O-:21].[K+].[K+].[N:26]1[C:30]2[CH:31]=[CH:32][CH:33]=[CH:34][C:29]=2[NH:28][CH:27]=1.CN(C)C=O.